This data is from Peptide-MHC class II binding affinity with 134,281 pairs from IEDB. The task is: Regression. Given a peptide amino acid sequence and an MHC pseudo amino acid sequence, predict their binding affinity value. This is MHC class II binding data. (1) The peptide sequence is TIPQSLDSWWTSLNF. The MHC is HLA-DQA10501-DQB10201 with pseudo-sequence HLA-DQA10501-DQB10201. The binding affinity (normalized) is 0.316. (2) The MHC is DRB1_1501 with pseudo-sequence DRB1_1501. The binding affinity (normalized) is 0.0881. The peptide sequence is QRMMAEIDTDGDGFI. (3) The peptide sequence is MGQIVTFFQEVPHVI. The MHC is DRB1_0101 with pseudo-sequence DRB1_0101. The binding affinity (normalized) is 0.817. (4) The peptide sequence is SNKFHIRLIKGELSN. The MHC is DRB1_1501 with pseudo-sequence DRB1_1501. The binding affinity (normalized) is 0.793. (5) The MHC is DRB1_0401 with pseudo-sequence DRB1_0401. The binding affinity (normalized) is 0.404. The peptide sequence is KRWIILGLNKIVRMY. (6) The peptide sequence is IEEAPEMPALYEKKL. The MHC is HLA-DQA10601-DQB10402 with pseudo-sequence HLA-DQA10601-DQB10402. The binding affinity (normalized) is 0.203. (7) The peptide sequence is LLGLLAPLASAQLSR. The MHC is DRB4_0101 with pseudo-sequence DRB4_0103. The binding affinity (normalized) is 0.597. (8) The peptide sequence is LMDVVYSIALHPIDE. The MHC is DRB1_0405 with pseudo-sequence DRB1_0405. The binding affinity (normalized) is 0.722. (9) The peptide sequence is NQAFRNIVNMLHGVR. The MHC is DRB1_0301 with pseudo-sequence DRB1_0301. The binding affinity (normalized) is 0.135. (10) The peptide sequence is YPEDPVKLASIVKAS. The MHC is DRB3_0301 with pseudo-sequence DRB3_0301. The binding affinity (normalized) is 0.570.